From a dataset of Full USPTO retrosynthesis dataset with 1.9M reactions from patents (1976-2016). Predict the reactants needed to synthesize the given product. (1) Given the product [Cl:37][C:32]1[CH:33]=[CH:34][CH:35]=[CH:36][C:31]=1[CH2:30][O:29][C:27]([N:24]([CH2:23][C:14]1[CH:15]=[C:16]([C:19]([F:21])([F:22])[F:20])[CH:17]=[CH:18][C:13]=1[C:7]1[C:8]([O:11][CH3:12])=[CH:9][CH:10]=[C:5]([CH2:4][C:3]([OH:38])=[O:2])[CH:6]=1)[CH2:25][CH3:26])=[O:28], predict the reactants needed to synthesize it. The reactants are: C[O:2][C:3](=[O:38])[CH2:4][C:5]1[CH:6]=[C:7]([C:13]2[CH:18]=[CH:17][C:16]([C:19]([F:22])([F:21])[F:20])=[CH:15][C:14]=2[CH2:23][N:24]([C:27]([O:29][CH2:30][C:31]2[CH:36]=[CH:35][CH:34]=[CH:33][C:32]=2[Cl:37])=[O:28])[CH2:25][CH3:26])[C:8]([O:11][CH3:12])=[CH:9][CH:10]=1.[OH-].[Na+].Cl. (2) Given the product [Cl:18][C:19]1[C:24]([Cl:25])=[C:23]([Cl:26])[CH:22]=[CH:21][C:20]=1[S:27]([NH:14][C:12]1[S:13][C:9]2[CH2:8][CH2:7][C:6]3[C:15](=[CH:16][CH:17]=[C:4]([O:3][CH3:2])[CH:5]=3)[C:10]=2[N:11]=1)(=[O:29])=[O:28], predict the reactants needed to synthesize it. The reactants are: Br.[CH3:2][O:3][C:4]1[CH:5]=[C:6]2[C:15](=[CH:16][CH:17]=1)[C:10]1[N:11]=[C:12]([NH2:14])[S:13][C:9]=1[CH2:8][CH2:7]2.[Cl:18][C:19]1[C:24]([Cl:25])=[C:23]([Cl:26])[CH:22]=[CH:21][C:20]=1[S:27](Cl)(=[O:29])=[O:28]. (3) Given the product [CH:14]([N:17]1[CH2:22][CH2:21][CH:20]([NH:23][C:10]([C:3]2[C:4]3[C:9](=[CH:8][CH:7]=[CH:6][CH:5]=3)[NH:1][N:2]=2)=[O:12])[CH2:19][CH2:18]1)([CH3:16])[CH3:15], predict the reactants needed to synthesize it. The reactants are: [NH:1]1[C:9]2[C:4](=[CH:5][CH:6]=[CH:7][CH:8]=2)[C:3]([C:10]([OH:12])=O)=[N:2]1.Cl.[CH:14]([N:17]1[CH2:22][CH2:21][CH:20]([NH2:23])[CH2:19][CH2:18]1)([CH3:16])[CH3:15].C1N(P(Cl)(N2C(=O)OCC2)=O)C(=O)OC1.O. (4) The reactants are: [OH:1][C@H:2]1[CH2:23][CH2:22][C@@:21]2([CH3:24])[C@@H:4]([CH2:5][CH2:6][C@:7]3([CH3:34])[C:20]2=[CH:19][C:18](=[O:25])[C@@:17]2([OH:26])[C@@:8]3([CH3:33])[CH2:9][CH2:10][C@:11]3([CH3:32])[C@H:16]2[CH2:15][C@@:14]([CH3:31])([C:27]([O:29][CH3:30])=[O:28])[CH2:13][CH2:12]3)[C:3]1([CH3:36])[CH3:35].C(=O)([O-])O.[Na+].CC(OI1(OC(C)=O)(OC(C)=O)OC(=O)C2C=CC=CC1=2)=O.O. Given the product [OH:26][C@@:17]12[C@H:16]3[C@:11]([CH3:32])([CH2:12][CH2:13][C@:14]([CH3:31])([C:27]([O:29][CH3:30])=[O:28])[CH2:15]3)[CH2:10][CH2:9][C@@:8]1([CH3:33])[C@@:7]1([CH3:34])[C:20]([C@:21]3([CH3:24])[C@@H:4]([CH2:5][CH2:6]1)[C:3]([CH3:36])([CH3:35])[C:2](=[O:1])[CH2:23][CH2:22]3)=[CH:19][C:18]2=[O:25], predict the reactants needed to synthesize it. (5) Given the product [NH2:8][C:9]1[N:14]=[CH:13][C:12]([C:15]2[C:16]3[CH2:29][CH2:28][N:27]([C:30]4[CH:35]=[CH:34][C:33]([CH2:36][CH2:37][C:38]([N:55]5[CH2:56][CH2:57][N:52]([CH2:58][CH2:59][OH:60])[CH2:53][CH2:54]5)=[O:39])=[CH:32][CH:31]=4)[C:17]=3[N:18]=[C:19]([N:21]3[CH2:22][CH2:23][O:24][CH2:25][CH2:26]3)[N:20]=2)=[CH:11][N:10]=1, predict the reactants needed to synthesize it. The reactants are: COC1C=CC(C[N:8](CC2C=CC(OC)=CC=2)[C:9]2[N:14]=[CH:13][C:12]([C:15]3[C:16]4[CH2:29][CH2:28][N:27]([C:30]5[CH:35]=[CH:34][C:33]([CH2:36][CH2:37][C:38](O)=[O:39])=[CH:32][CH:31]=5)[C:17]=4[N:18]=[C:19]([N:21]4[CH2:26][CH2:25][O:24][CH2:23][CH2:22]4)[N:20]=3)=[CH:11][N:10]=2)=CC=1.[N:52]1([CH2:58][CH2:59][OH:60])[CH2:57][CH2:56][NH:55][CH2:54][CH2:53]1. (6) The reactants are: Cl[C:2]1[N:7]=[CH:6][C:5]([CH3:8])=[CH:4][CH:3]=1.[NH:9]1[CH2:14][CH2:13][NH:12][CH2:11][CH2:10]1.C(=O)([O-])[O-].[Na+].[Na+]. Given the product [CH3:8][C:5]1[CH:4]=[CH:3][C:2]([N:9]2[CH2:14][CH2:13][NH:12][CH2:11][CH2:10]2)=[N:7][CH:6]=1, predict the reactants needed to synthesize it. (7) Given the product [CH3:1][C:2]1([CH3:9])[O:6][CH:5]([CH2:7][NH:8][S:17]([CH3:16])(=[O:19])=[O:18])[CH2:4][O:3]1, predict the reactants needed to synthesize it. The reactants are: [CH3:1][C:2]1([CH3:9])[O:6][CH:5]([CH2:7][NH2:8])[CH2:4][O:3]1.N1C=CC=CC=1.[CH3:16][S:17](Cl)(=[O:19])=[O:18]. (8) Given the product [Cl:21][CH2:20][CH2:19][CH2:18][N:2]1[CH2:1][CH:9]2[CH:4]([CH2:5][N:6]([C:10]([O:12][C:13]([CH3:16])([CH3:15])[CH3:14])=[O:11])[CH2:7][CH2:8]2)[CH2:3]1, predict the reactants needed to synthesize it. The reactants are: [CH2:1]1[CH:9]2[CH:4]([CH2:5][N:6]([C:10]([O:12][C:13]([CH3:16])([CH3:15])[CH3:14])=[O:11])[CH2:7][CH2:8]2)[CH2:3][NH:2]1.Br[CH2:18][CH2:19][CH2:20][Cl:21].C([O-])([O-])=O.[K+].[K+]. (9) Given the product [CH3:2][N:3]1[C:12]2[C:7](=[CH:8][CH:9]=[CH:10][C:11]=2[N:13]2[CH2:18][CH2:17][N:16]([CH2:35][CH2:34][CH2:33][CH2:32][O:31][C:27]3[N:28]=[C:29]4[C:24]([CH2:23][CH2:22][C:21](=[O:20])[NH:30]4)=[CH:25][CH:26]=3)[CH2:15][CH2:14]2)[CH2:6][CH2:5][C:4]1=[O:19], predict the reactants needed to synthesize it. The reactants are: Cl.[CH3:2][N:3]1[C:12]2[C:7](=[CH:8][CH:9]=[CH:10][C:11]=2[N:13]2[CH2:18][CH2:17][NH:16][CH2:15][CH2:14]2)[CH2:6][CH2:5][C:4]1=[O:19].[O:20]=[C:21]1[NH:30][C:29]2[N:28]=[C:27]([O:31][CH2:32][CH2:33][CH2:34][CH:35]=O)[CH:26]=[CH:25][C:24]=2[CH2:23][CH2:22]1.